Dataset: Forward reaction prediction with 1.9M reactions from USPTO patents (1976-2016). Task: Predict the product of the given reaction. (1) The product is: [C:1]([OH:4])(=[O:3])[CH3:2].[F:5][C:6]1[C:11]([O:4][C@@H:1]([CH3:2])[CH2:41][OH:42])=[CH:10][C:9]([O:16][CH3:17])=[CH:8][C:7]=1[CH:18]([NH:31][C:32]1[CH:33]=[CH:34][C:35]([C:36]([NH2:38])=[NH:37])=[CH:39][CH:40]=1)[C:19]1[NH:23][C:22](=[O:24])[N:21]([C:25]2[N:26]=[CH:27][CH:28]=[CH:29][N:30]=2)[N:20]=1. Given the reactants [C:1]([OH:4])(=[O:3])[CH3:2].[F:5][C:6]1[C:11](OCCF)=[CH:10][C:9]([O:16][CH3:17])=[CH:8][C:7]=1[C@H:18]([NH:31][C:32]1[CH:40]=[CH:39][C:35]([C:36]([NH2:38])=[NH:37])=[CH:34][CH:33]=1)[C:19]1[NH:23][C:22](=[O:24])[N:21]([C:25]2[N:30]=[CH:29][CH:28]=[CH:27][N:26]=2)[N:20]=1.[CH3:41][O:42]C(=O)N=C(SC)C(C1C=C(OC)C=C(O[C@@H](C)CO[Si](C(C)(C)C)(C)C)C=1F)=NC1C=CC(C2N=C(C)ON=2)=CC=1, predict the reaction product. (2) Given the reactants [F:1][C:2]1[CH:7]=[CH:6][C:5]([F:8])=[CH:4][C:3]=1[F:9].C(NC(C)C)(C)C.[Li]CCCC.FC1C(F)=C(F)C=CC=1.[Li].[CH3:32][C:33]([OH:35])=O.C1C[O:39][CH2:38][CH2:37]1, predict the reaction product. The product is: [CH3:37][C:38]([C:33]([CH3:32])=[O:35])=[O:39].[OH:35][C:33]([C:4]1[C:5]([F:8])=[CH:6][CH:7]=[C:2]([F:1])[C:3]=1[F:9])([CH3:32])[C:38](=[O:39])[CH3:37]. (3) Given the reactants FC1C=CC(S(N(C)CC([NH:15][CH2:16][C:17]2[CH:22]=[C:21]([C:23]3[CH:28]=[CH:27][C:26]([C:29]([F:32])([F:31])[F:30])=[CH:25][CH:24]=3)[N:20]=[CH:19][N:18]=2)=O)(=O)=O)=CC=1.[F:34][C:35]1[CH:36]=[C:37]([S:41]([N:44]([CH2:48][C:49]([OH:51])=O)[CH:45]([CH3:47])[CH3:46])(=[O:43])=[O:42])[CH:38]=[CH:39][CH:40]=1.CN(C(ON1N=NC2C=CC=NC1=2)=[N+](C)C)C.F[P-](F)(F)(F)(F)F.C(N(CC)C(C)C)(C)C.OS([O-])(=O)=O.[K+], predict the reaction product. The product is: [F:34][C:35]1[CH:36]=[C:37]([S:41]([N:44]([CH:45]([CH3:46])[CH3:47])[CH2:48][C:49]([NH:15][CH2:16][C:17]2[CH:22]=[C:21]([C:23]3[CH:24]=[CH:25][C:26]([C:29]([F:32])([F:31])[F:30])=[CH:27][CH:28]=3)[N:20]=[CH:19][N:18]=2)=[O:51])(=[O:42])=[O:43])[CH:38]=[CH:39][CH:40]=1. (4) Given the reactants [C:1]([O:5][C:6]([N:8]1[CH2:18][CH:17]2[CH2:19][CH:10]([C:11]3[CH:12]=[C:13]([N+:23]([O-])=O)[C:14]([N+:20]([O-])=O)=[CH:15][C:16]=32)[CH2:9]1)=[O:7])([CH3:4])([CH3:3])[CH3:2], predict the reaction product. The product is: [C:1]([O:5][C:6]([N:8]1[CH2:9][CH:10]2[CH2:19][CH:17]([C:16]3[CH:15]=[C:14]([NH2:20])[C:13]([NH2:23])=[CH:12][C:11]=32)[CH2:18]1)=[O:7])([CH3:4])([CH3:2])[CH3:3]. (5) Given the reactants [C:1]([S:5][CH2:6][C:7]1[CH:25]=[C:24]([NH:26][C:27](=[O:32])[C:28]([CH3:31])([CH3:30])[CH3:29])[CH:23]=[CH:22][C:8]=1[O:9][C:10]1[CH:11]=[C:12]([CH2:18][C:19]([OH:21])=[O:20])[CH:13]=[CH:14][C:15]=1[O:16][CH3:17])([CH3:4])([CH3:3])[CH3:2].CO.[OH-].[Na+:36], predict the reaction product. The product is: [Na+:36].[C:1]([S:5][CH2:6][C:7]1[CH:25]=[C:24]([NH:26][C:27](=[O:32])[C:28]([CH3:31])([CH3:30])[CH3:29])[CH:23]=[CH:22][C:8]=1[O:9][C:10]1[CH:11]=[C:12]([CH2:18][C:19]([O-:21])=[O:20])[CH:13]=[CH:14][C:15]=1[O:16][CH3:17])([CH3:4])([CH3:3])[CH3:2]. (6) Given the reactants Cl[C:2]1[N:7]=[C:6]([C:8]2[CH:13]=[CH:12][CH:11]=[CH:10][CH:9]=2)[N:5]=[C:4]([C:14]([OH:16])=[O:15])[CH:3]=1.CC[N:19]([CH:23]([CH3:25])C)[CH:20]([CH3:22])C.[OH2:26].[CH2:27](Cl)Cl, predict the reaction product. The product is: [CH3:27][O:26][C@H:25]1[CH2:22][CH2:20][N:19]([C:2]2[N:7]=[C:6]([C:8]3[CH:13]=[CH:12][CH:11]=[CH:10][CH:9]=3)[N:5]=[C:4]([C:14]([OH:16])=[O:15])[CH:3]=2)[CH2:23]1. (7) Given the reactants [C:1]([CH:3]([CH2:9][C:10](=O)[C:11]1[CH:16]=[CH:15][CH:14]=[CH:13][CH:12]=1)[C:4]([O:6][CH2:7][CH3:8])=[O:5])#[N:2].[ClH:18], predict the reaction product. The product is: [Cl:18][C:1]1[NH:2][C:10]([C:11]2[CH:16]=[CH:15][CH:14]=[CH:13][CH:12]=2)=[CH:9][C:3]=1[C:4]([O:6][CH2:7][CH3:8])=[O:5]. (8) Given the reactants [F:1][C:2]1[CH:7]=[CH:6][C:5]([CH:8]2[CH2:13][CH2:12][N:11]([C:14]([O:16][C:17]([CH3:20])([CH3:19])[CH3:18])=[O:15])[CH2:10][CH:9]2[OH:21])=[CH:4][CH:3]=1.Cl[CH2:23][C:24]1[CH:33]=[CH:32][C:27]2[O:28][CH2:29][CH2:30][O:31][C:26]=2[CH:25]=1, predict the reaction product. The product is: [O:28]1[C:27]2[CH:32]=[CH:33][C:24]([CH2:23][O:21][CH:9]3[CH:8]([C:5]4[CH:4]=[CH:3][C:2]([F:1])=[CH:7][CH:6]=4)[CH2:13][CH2:12][N:11]([C:14]([O:16][C:17]([CH3:18])([CH3:20])[CH3:19])=[O:15])[CH2:10]3)=[CH:25][C:26]=2[O:31][CH2:30][CH2:29]1.